From a dataset of Full USPTO retrosynthesis dataset with 1.9M reactions from patents (1976-2016). Predict the reactants needed to synthesize the given product. (1) Given the product [CH2:51]([O:53][C:54]([C:56]1[CH:57]=[C:58]2[C:63](=[CH:64][CH:65]=1)[NH:62][CH:61]([C:66]1[CH:71]=[CH:70][CH:69]=[C:68]([NH:72][C:8](=[O:10])[CH2:7][C:1]3[CH:2]=[CH:3][CH:4]=[CH:5][CH:6]=3)[CH:67]=1)[C:60]([CH3:73])([CH3:74])[CH2:59]2)=[O:55])[CH3:52], predict the reactants needed to synthesize it. The reactants are: [C:1]1([CH2:7][C:8]([OH:10])=O)[CH:6]=[CH:5][CH:4]=[CH:3][CH:2]=1.C[NH3+].F[P-](F)(F)(F)(F)F.N1(OC(N(C)C)=[N+](C)C)C2N=CC=CC=2N=N1.F[P-](F)(F)(F)(F)F.C(N(CC)CC)C.[CH2:51]([O:53][C:54]([C:56]1[CH:57]=[C:58]2[C:63](=[CH:64][CH:65]=1)[NH:62][CH:61]([C:66]1[CH:71]=[CH:70][CH:69]=[C:68]([NH2:72])[CH:67]=1)[C:60]([CH3:74])([CH3:73])[CH2:59]2)=[O:55])[CH3:52]. (2) Given the product [CH2:14]([O:16][C:17]1[CH:18]=[C:19]([CH:22]=[CH:23][C:24]=1[O:25][CH2:2][C:3]1[N:4]=[C:5]([C:9]2[O:10][CH:11]=[CH:12][CH:13]=2)[O:6][C:7]=1[CH3:8])[CH:20]=[O:21])[CH3:15], predict the reactants needed to synthesize it. The reactants are: Cl[CH2:2][C:3]1[N:4]=[C:5]([C:9]2[O:10][CH:11]=[CH:12][CH:13]=2)[O:6][C:7]=1[CH3:8].[CH2:14]([O:16][C:17]1[CH:18]=[C:19]([CH:22]=[CH:23][C:24]=1[OH:25])[CH:20]=[O:21])[CH3:15].C(=O)([O-])[O-].[K+].[K+].CN(C)C=O.